Task: Predict which catalyst facilitates the given reaction.. Dataset: Catalyst prediction with 721,799 reactions and 888 catalyst types from USPTO (1) Reactant: [OH:1][C:2]1[CH:3]=[C:4]([NH:8][S:9]([C:12]2[CH:24]=[CH:23][C:22]3[C:21]4[C:16](=[CH:17][C:18]([S:25]([NH:28][C:29]5[CH:34]=[CH:33][CH:32]=[C:31]([OH:35])[CH:30]=5)(=[O:27])=[O:26])=[CH:19][CH:20]=4)[C:15](=[N:36][NH:37]C(OC(C)(C)C)=O)[C:14]=3[CH:13]=2)(=[O:11])=[O:10])[CH:5]=[CH:6][CH:7]=1.C1(C)C=CC(S(O)(=O)=O)=CC=1. Product: [N:36](=[C:15]1[C:14]2[CH:13]=[C:12]([S:9]([NH:8][C:4]3[CH:5]=[CH:6][CH:7]=[C:2]([OH:1])[CH:3]=3)(=[O:10])=[O:11])[CH:24]=[CH:23][C:22]=2[C:21]2[C:16]1=[CH:17][C:18]([S:25]([NH:28][C:29]1[CH:34]=[CH:33][CH:32]=[C:31]([OH:35])[CH:30]=1)(=[O:27])=[O:26])=[CH:19][CH:20]=2)[NH2:37]. The catalyst class is: 8. (2) The catalyst class is: 12. Reactant: Br[C:2]1[CH:11]=[C:10]2[C:5]([N:6]=[CH:7][C:8]([NH:12][C:13]3[CH:17]=[CH:16][N:15]([CH3:18])[N:14]=3)=[N:9]2)=[CH:4][CH:3]=1.CC1(C)C(C)(C)OB([C:27]2[CH:28]=[C:29]([NH:33][S:34]([C:37]3[CH:42]=[CH:41][CH:40]=[CH:39][CH:38]=3)(=[O:36])=[O:35])[CH:30]=[N:31][CH:32]=2)O1.C(=O)([O-])[O-].[K+].[K+]. Product: [CH3:18][N:15]1[CH:16]=[CH:17][C:13]([NH:12][C:8]2[CH:7]=[N:6][C:5]3[C:10]([N:9]=2)=[CH:11][C:2]([C:27]2[CH:28]=[C:29]([NH:33][S:34]([C:37]4[CH:38]=[CH:39][CH:40]=[CH:41][CH:42]=4)(=[O:35])=[O:36])[CH:30]=[N:31][CH:32]=2)=[CH:3][CH:4]=3)=[N:14]1. (3) Reactant: [Cl:1][C:2]1[CH:3]=[C:4]([N+:12]([O-])=O)[CH:5]=[C:6]2[C:10]=1[NH:9][C:8](=[O:11])[CH2:7]2.CCO. Product: [NH2:12][C:4]1[CH:5]=[C:6]2[C:10](=[C:2]([Cl:1])[CH:3]=1)[NH:9][C:8](=[O:11])[CH2:7]2. The catalyst class is: 350. (4) Reactant: [C:1]([NH:8][CH2:9][C:10]1[CH:18]=[CH:17][C:13]([C:14]([OH:16])=[O:15])=[CH:12][CH:11]=1)([O:3][C:4]([CH3:7])([CH3:6])[CH3:5])=[O:2].C([O-])([O-])=O.[Cs+].[Cs+].[CH2:25](Br)[C:26]1[CH:31]=[CH:30][CH:29]=[CH:28][CH:27]=1. Product: [CH2:25]([O:15][C:14](=[O:16])[C:13]1[CH:12]=[CH:11][C:10]([CH2:9][NH:8][C:1]([O:3][C:4]([CH3:7])([CH3:6])[CH3:5])=[O:2])=[CH:18][CH:17]=1)[C:26]1[CH:31]=[CH:30][CH:29]=[CH:28][CH:27]=1. The catalyst class is: 3. (5) Reactant: OP(O)(O)=O.[C:6]([C:10]1[CH:15]=[CH:14][N:13]=[CH:12][CH:11]=1)(=O)[CH2:7][CH3:8].[NH:16]([C:18]1C=[CH:25][C:21]([C:22]([OH:24])=[O:23])=[CH:20][CH:19]=1)N. Product: [N:13]1[CH:14]=[CH:15][C:10]([C:6]2[NH:16][C:18]3[C:8]([CH:7]=2)=[CH:25][C:21]([C:22]([OH:24])=[O:23])=[CH:20][CH:19]=3)=[CH:11][CH:12]=1. The catalyst class is: 6.